Dataset: Catalyst prediction with 721,799 reactions and 888 catalyst types from USPTO. Task: Predict which catalyst facilitates the given reaction. (1) Reactant: C([O:4][CH:5]([N:7]1[C:15]2[C:10](=[CH:11][CH:12]=[CH:13][CH:14]=2)/[C:9](=[CH:16]/[C:17]2[NH:18][C:19]([CH3:23])=[CH:20][C:21]=2[CH3:22])/[C:8]1=[O:24])[CH3:6])(=O)C.C(#N)C. Product: [CH3:22][C:21]1[CH:20]=[C:19]([CH3:23])[NH:18][C:17]=1/[CH:16]=[C:9]1\[C:8](=[O:24])[N:7]([CH:5]([OH:4])[CH3:6])[C:15]2[C:10]\1=[CH:11][CH:12]=[CH:13][CH:14]=2. The catalyst class is: 106. (2) Reactant: [CH3:1][C:2]1[N:3]=[C:4]([CH2:20][CH2:21][CH3:22])[N:5]([CH2:9][CH2:10][O:11][C:12]2[CH:19]=[CH:18][C:15]([CH:16]=O)=[CH:14][CH:13]=2)[C:6](=[O:8])[CH:7]=1.[S:23]1[CH2:27][C:26](=[O:28])[NH:25][C:24]1=[O:29].C(O)(=O)C1C=CC=CC=1.N1CCCCC1. Product: [CH3:1][C:2]1[N:3]=[C:4]([CH2:20][CH2:21][CH3:22])[N:5]([CH2:9][CH2:10][O:11][C:12]2[CH:19]=[CH:18][C:15]([CH:16]=[C:27]3[S:23][C:24](=[O:29])[NH:25][C:26]3=[O:28])=[CH:14][CH:13]=2)[C:6](=[O:8])[CH:7]=1. The catalyst class is: 93. (3) Reactant: [CH3:1][C:2]1[N:6]([CH:7]2[CH2:12][CH2:11][O:10][CH2:9][CH2:8]2)[N:5]=[CH:4][CH:3]=1.[Br:13]C1CC(=O)NC1=O. Product: [Br:13][C:3]1[CH:4]=[N:5][N:6]([CH:7]2[CH2:12][CH2:11][O:10][CH2:9][CH2:8]2)[C:2]=1[CH3:1]. The catalyst class is: 56. (4) Reactant: C(OC([N:8]1[CH2:13][CH2:12][CH:11]([N:14]2[C:19]3=[N:20][C:21]([NH2:24])=[N:22][CH:23]=[C:18]3[CH2:17][N:16]([C:25]3[C:30]([F:31])=[C:29]([O:32][CH3:33])[CH:28]=[C:27]([O:34][CH3:35])[C:26]=3[F:36])[C:15]2=[O:37])[CH2:10][CH2:9]1)=O)(C)(C)C.[F:38][C:39]([F:44])([F:43])[C:40]([OH:42])=[O:41]. The catalyst class is: 4. Product: [F:38][C:39]([F:44])([F:43])[C:40]([OH:42])=[O:41].[NH2:24][C:21]1[N:20]=[C:19]2[N:14]([CH:11]3[CH2:10][CH2:9][NH:8][CH2:13][CH2:12]3)[C:15](=[O:37])[N:16]([C:25]3[C:26]([F:36])=[C:27]([O:34][CH3:35])[CH:28]=[C:29]([O:32][CH3:33])[C:30]=3[F:31])[CH2:17][C:18]2=[CH:23][N:22]=1. (5) Reactant: C[O:2][C:3]([C:5]1[CH:9]=[C:8]([C:10]2[O:11][CH:12]=[CH:13][N:14]=2)[S:7][CH:6]=1)=[O:4].[OH-].[Na+]. Product: [O:11]1[CH:12]=[CH:13][N:14]=[C:10]1[C:8]1[S:7][CH:6]=[C:5]([C:3]([OH:4])=[O:2])[CH:9]=1. The catalyst class is: 5. (6) Reactant: [CH:1]1([S:6]([C:9]2[CH:10]=[C:11]3[C:16](=[CH:17][CH:18]=2)[NH:15][CH:14]=[C:13]([C:19]([O:21]CC)=[O:20])[C:12]3=[O:24])(=[O:8])=[O:7])[CH2:5][CH2:4][CH2:3][CH2:2]1. Product: [CH:1]1([S:6]([C:9]2[CH:10]=[C:11]3[C:16](=[CH:17][CH:18]=2)[NH:15][CH:14]=[C:13]([C:19]([OH:21])=[O:20])[C:12]3=[O:24])(=[O:8])=[O:7])[CH2:2][CH2:3][CH2:4][CH2:5]1. The catalyst class is: 494. (7) Reactant: [CH2:1]([N:3]1[C:14](=[O:15])[CH2:13][CH2:12][C@H:4]1[C:5]([O:7]C(C)(C)C)=[O:6])[CH3:2].FC(F)(F)C(O)=O. Product: [CH2:1]([N:3]1[C:14](=[O:15])[CH2:13][CH2:12][C@H:4]1[C:5]([OH:7])=[O:6])[CH3:2]. The catalyst class is: 4. (8) Reactant: [O-:1][Mn](=O)(=O)=O.[K+].[CH3:7][C:8]1[CH:12]=[CH:11][N:10]([C:13]2[CH:18]=[CH:17][CH:16]=[CH:15][CH:14]=2)[N:9]=1.[OH-:19].[Na+]. Product: [C:13]1([N:10]2[CH:11]=[CH:12][C:8]([C:7]([OH:1])=[O:19])=[N:9]2)[CH:14]=[CH:15][CH:16]=[CH:17][CH:18]=1. The catalyst class is: 6. (9) Reactant: [Br:1][C:2]1[N:6]2[C:7](Cl)=[CH:8][CH:9]=[C:10]([C:11]([C:13]3[CH:18]=[CH:17][CH:16]=[CH:15][CH:14]=3)=[O:12])[C:5]2=[N:4][CH:3]=1.[OH-:20].[K+]. Product: [C:11]([C:10]1[CH:9]=[CH:8][C:7](=[O:20])[N:6]2[C:2]([Br:1])=[CH:3][NH:4][C:5]=12)(=[O:12])[C:13]1[CH:18]=[CH:17][CH:16]=[CH:15][CH:14]=1. The catalyst class is: 8.